This data is from Catalyst prediction with 721,799 reactions and 888 catalyst types from USPTO. The task is: Predict which catalyst facilitates the given reaction. (1) Reactant: [NH2:1][C:2]1[CH:11]=[CH:10][C:5]([C:6]([O:8][CH3:9])=[O:7])=[CH:4][C:3]=1[I:12].[C:13]1(=O)[CH2:17][CH2:16][CH2:15][CH2:14]1.S([O-])([O-])(=O)=O.[Na+].[Na+].C(O[BH-](OC(=O)C)OC(=O)C)(=O)C.[Na+].C(=O)(O)[O-].[Na+]. Product: [CH:13]1([NH:1][C:2]2[CH:11]=[CH:10][C:5]([C:6]([O:8][CH3:9])=[O:7])=[CH:4][C:3]=2[I:12])[CH2:17][CH2:16][CH2:15][CH2:14]1. The catalyst class is: 15. (2) Reactant: C(OC([N:8]1[CH2:13][CH2:12][N:11]([CH2:14][C:15]2[CH:20]=[CH:19][C:18]([NH:21][C:22]([NH:24][C:25]3[N:26]([CH2:34][CH3:35])[N:27]=[C:28]([C:30]([CH3:33])([CH3:32])[CH3:31])[CH:29]=3)=[O:23])=[CH:17][CH:16]=2)[CH2:10][CH2:9]1)=O)(C)(C)C.[ClH:36].O1CCOCC1. Product: [ClH:36].[ClH:36].[C:30]([C:28]1[CH:29]=[C:25]([NH:24][C:22]([NH:21][C:18]2[CH:19]=[CH:20][C:15]([CH2:14][N:11]3[CH2:12][CH2:13][NH:8][CH2:9][CH2:10]3)=[CH:16][CH:17]=2)=[O:23])[N:26]([CH2:34][CH3:35])[N:27]=1)([CH3:31])([CH3:32])[CH3:33]. The catalyst class is: 4. (3) Reactant: C(O)(C(F)(F)F)=O.[CH3:8][C:9]1[N:14]=[C:13]([NH:15][CH:16]2[CH2:21][CH2:20][N:19](C(OC(C)(C)C)=O)[CH2:18][CH2:17]2)[CH:12]=[CH:11][CH:10]=1. Product: [CH3:8][C:9]1[N:14]=[C:13]([NH:15][CH:16]2[CH2:21][CH2:20][NH:19][CH2:18][CH2:17]2)[CH:12]=[CH:11][CH:10]=1. The catalyst class is: 473. (4) Product: [C:31]([OH:38])(=[O:37])/[CH:32]=[CH:33]/[C:34]([OH:36])=[O:35].[F:30][C:2]([F:1])([F:29])[C:3]1[CH:24]=[C:23]([C:25]([F:27])([F:28])[F:26])[CH:22]=[CH:21][C:4]=1[CH2:5][N:6]1[CH2:11][CH2:10][CH:9](/[CH:12]=[C:13]2/[C:14]([NH:19][CH3:20])=[N:15][C:16](=[O:18])[S:17]/2)[CH2:8][CH2:7]1. The catalyst class is: 8. Reactant: [F:1][C:2]([F:30])([F:29])[C:3]1[CH:24]=[C:23]([C:25]([F:28])([F:27])[F:26])[CH:22]=[CH:21][C:4]=1[CH2:5][N:6]1[CH2:11][CH2:10][CH:9](/[CH:12]=[C:13]2/[C:14]([NH:19][CH3:20])=[N:15][C:16](=[O:18])[S:17]/2)[CH2:8][CH2:7]1.[C:31]([OH:38])(=[O:37])/[CH:32]=[CH:33]/[C:34]([OH:36])=[O:35]. (5) Reactant: CO.[C:3]([O:7][C:8]([NH:10][CH2:11][CH2:12][NH:13][C:14]1[C:24]([Cl:25])=[CH:23][C:17]([C:18](OCC)=[O:19])=[CH:16][N:15]=1)=[O:9])([CH3:6])([CH3:5])[CH3:4].[BH4-].[Na+]. Product: [Cl:25][C:24]1[C:14]([NH:13][CH2:12][CH2:11][NH:10][C:8](=[O:9])[O:7][C:3]([CH3:5])([CH3:4])[CH3:6])=[N:15][CH:16]=[C:17]([CH2:18][OH:19])[CH:23]=1. The catalyst class is: 1. (6) Reactant: [Br:1][C:2]1[CH:7]=[C:6]([C:8]([F:17])([C:13]([F:16])([F:15])[F:14])[C:9]([F:12])([F:11])[F:10])[CH:5]=[C:4]([Br:18])[C:3]=1[N:19]([CH3:33])[C:20](=[O:32])[C:21]1[CH:26]=[CH:25][CH:24]=[C:23]([N+:27]([O-])=O)[C:22]=1[O:30][CH3:31].Cl. Product: [NH2:27][C:23]1[C:22]([O:30][CH3:31])=[C:21]([CH:26]=[CH:25][CH:24]=1)[C:20]([N:19]([C:3]1[C:2]([Br:1])=[CH:7][C:6]([C:8]([F:17])([C:9]([F:10])([F:11])[F:12])[C:13]([F:15])([F:16])[F:14])=[CH:5][C:4]=1[Br:18])[CH3:33])=[O:32]. The catalyst class is: 32. (7) Reactant: [F:1][C:2]1[CH:27]=[CH:26][C:5]([CH2:6][NH:7][C:8](=[O:25])[C:9]2[CH:14]=[CH:13][CH:12]=[C:11]([C:15]([N:17]3CCS[C:18]3=S)=[O:16])[C:10]=2[O:23][CH3:24])=[CH:4][CH:3]=1.CN. Product: [F:1][C:2]1[CH:3]=[CH:4][C:5]([CH2:6][NH:7][C:8](=[O:25])[C:9]2[CH:14]=[CH:13][CH:12]=[C:11]([C:15]([NH:17][CH3:18])=[O:16])[C:10]=2[O:23][CH3:24])=[CH:26][CH:27]=1. The catalyst class is: 2. (8) The catalyst class is: 22. Reactant: [C:1]([NH:4][CH:5]([C:11](=[O:13])[CH3:12])[C:6]([O:8][CH2:9][CH3:10])=[O:7])(=[O:3])[CH3:2].[Br:14]Br.O. Product: [C:1]([NH:4][CH:5]([C:11](=[O:13])[CH2:12][Br:14])[C:6]([O:8][CH2:9][CH3:10])=[O:7])(=[O:3])[CH3:2]. (9) Reactant: [N:1]1([CH2:7][CH2:8][NH2:9])[CH2:6][CH2:5][O:4][CH2:3][CH2:2]1.C1([O:16][C:17](=O)[NH:18][C:19]2[S:20][C:21]3[CH:27]=[C:26]([S:28][C:29]4[N:33]5[CH:34]=[CH:35][CH:36]=[CH:37][C:32]5=[N:31][N:30]=4)[CH:25]=[CH:24][C:22]=3[N:23]=2)C=CC=CC=1.ClCCl.O. Product: [N:1]1([CH2:7][CH2:8][NH:9][C:17]([NH:18][C:19]2[S:20][C:21]3[CH:27]=[C:26]([S:28][C:29]4[N:33]5[CH:34]=[CH:35][CH:36]=[CH:37][C:32]5=[N:31][N:30]=4)[CH:25]=[CH:24][C:22]=3[N:23]=2)=[O:16])[CH2:6][CH2:5][O:4][CH2:3][CH2:2]1. The catalyst class is: 7.